From a dataset of Forward reaction prediction with 1.9M reactions from USPTO patents (1976-2016). Predict the product of the given reaction. (1) Given the reactants [F:1][C:2]1[CH:7]=[CH:6][C:5]([N:8]2[C:16]3[CH:15]=[C:14]4[CH2:17][CH2:18][CH2:19][C@H:20]5[CH2:25][C@:24]([OH:30])([C:26]([F:29])([F:28])[F:27])[CH2:23][CH2:22][C@:21]5([CH2:31][CH:32]=O)[C:13]4=[CH:12][C:11]=3[CH:10]=[N:9]2)=[CH:4][CH:3]=1.[F:34][C:35]1[CH:40]=[CH:39][C:38]([N:41]2[C:49]3[CH:48]=[C:47]4[CH2:50][CH2:51][CH2:52][C@@H:53]5[CH2:58][C@@:57]([OH:63])([C:59]([F:62])([F:61])[F:60])[CH2:56][CH2:55][C@@:54]5([CH2:64][CH:65]=O)[C:46]4=[CH:45][C:44]=3[CH:43]=[N:42]2)=[CH:37][CH:36]=1.Cl.NO.C(OC(=O)C)(=O)C, predict the reaction product. The product is: [F:1][C:2]1[CH:7]=[CH:6][C:5]([N:8]2[C:16]3[CH:15]=[C:14]4[CH2:17][CH2:18][CH2:19][C@H:20]5[CH2:25][C@:24]([OH:30])([C:26]([F:28])([F:27])[F:29])[CH2:23][CH2:22][C@:21]5([CH2:31][C:32]#[N:41])[C:13]4=[CH:12][C:11]=3[CH:10]=[N:9]2)=[CH:4][CH:3]=1.[F:34][C:35]1[CH:40]=[CH:39][C:38]([N:41]2[C:49]3[CH:48]=[C:47]4[CH2:50][CH2:51][CH2:52][C@@H:53]5[CH2:58][C@@:57]([OH:63])([C:59]([F:61])([F:60])[F:62])[CH2:56][CH2:55][C@@:54]5([CH2:64][C:65]#[N:8])[C:46]4=[CH:45][C:44]=3[CH:43]=[N:42]2)=[CH:37][CH:36]=1. (2) Given the reactants Cl[CH2:2][C:3]([NH2:5])=[O:4].[P:6]([O:13]CC)([O:10][CH2:11][CH3:12])[O:7][CH2:8][CH3:9], predict the reaction product. The product is: [C:3]([CH2:2][P:6](=[O:13])([O:10][CH2:11][CH3:12])[O:7][CH2:8][CH3:9])(=[O:4])[NH2:5]. (3) Given the reactants [CH3:1][O:2][C:3]1[CH:11]=[C:10]([C:12]#[N:13])[CH:9]=[CH:8][C:4]=1[C:5](Cl)=[O:6].[Cl:14][C:15]1[C:20]([Cl:21])=[CH:19][C:18]([NH2:22])=[C:17]([NH2:23])[CH:16]=1.C(N(CC)CC)C, predict the reaction product. The product is: [NH2:23][C:17]1[CH:16]=[C:15]([Cl:14])[C:20]([Cl:21])=[CH:19][C:18]=1[NH:22][C:5](=[O:6])[C:4]1[CH:8]=[CH:9][C:10]([C:12]#[N:13])=[CH:11][C:3]=1[O:2][CH3:1]. (4) Given the reactants [CH2:1]([O:8][C:9]1[CH:18]=[C:17]2[C:12]([C:13](OS(C(F)(F)F)(=O)=O)=[CH:14][C:15]([C:19]([O:21][CH2:22][CH3:23])=[O:20])=[CH:16]2)=[CH:11][CH:10]=1)[C:2]1[CH:7]=[CH:6][CH:5]=[CH:4][CH:3]=1.[S:32]1[CH:36]=[CH:35][C:34](B(O)O)=[CH:33]1.C1(P(C2CCCCC2)C2C=CC=CC=2C2C=CC=CC=2)CCCCC1.P([O-])([O-])([O-])=O.[K+].[K+].[K+], predict the reaction product. The product is: [CH2:1]([O:8][C:9]1[CH:18]=[C:17]2[C:12]([C:13]([C:34]3[CH:35]=[CH:36][S:32][CH:33]=3)=[CH:14][C:15]([C:19]([O:21][CH2:22][CH3:23])=[O:20])=[CH:16]2)=[CH:11][CH:10]=1)[C:2]1[CH:7]=[CH:6][CH:5]=[CH:4][CH:3]=1. (5) Given the reactants [CH3:1][O:2][C:3]([C:5]1[NH:25][C:8]2=[N:9][CH:10]=[C:11]([NH:13][CH2:14][C:15]3[CH:20]=[C:19]([N+:21]([O-])=O)[CH:18]=[CH:17][C:16]=3[CH3:24])[CH:12]=[C:7]2[CH:6]=1)=[O:4].Cl, predict the reaction product. The product is: [CH3:1][O:2][C:3]([C:5]1[NH:25][C:8]2=[N:9][CH:10]=[C:11]([NH:13][CH2:14][C:15]3[CH:20]=[C:19]([NH2:21])[CH:18]=[CH:17][C:16]=3[CH3:24])[CH:12]=[C:7]2[CH:6]=1)=[O:4]. (6) Given the reactants O=[C:2]1[CH2:7][CH2:6][N:5]([S:8]([C:11]2[CH:24]=[CH:23][C:14]([CH2:15][CH:16]3[S:20][C:19](=[O:21])[NH:18][C:17]3=[O:22])=[CH:13][CH:12]=2)(=[O:10])=[O:9])[CH2:4][CH2:3]1.[OH:25][C@@H:26]([CH2:39][NH2:40])[CH2:27][O:28][C:29]1[C:37]2[NH:36][C:35](=[O:38])[NH:34][C:33]=2[CH:32]=[CH:31][CH:30]=1, predict the reaction product. The product is: [OH:25][C@H:26]([CH2:27][O:28][C:29]1[C:37]2[NH:36][C:35](=[O:38])[NH:34][C:33]=2[CH:32]=[CH:31][CH:30]=1)[CH2:39][NH:40][CH:2]1[CH2:7][CH2:6][N:5]([S:8]([C:11]2[CH:12]=[CH:13][C:14]([CH2:15][CH:16]3[S:20][C:19](=[O:21])[NH:18][C:17]3=[O:22])=[CH:23][CH:24]=2)(=[O:10])=[O:9])[CH2:4][CH2:3]1. (7) Given the reactants [C:1]1([N:7]=[C:8]=[O:9])[CH:6]=[CH:5][CH:4]=[CH:3][CH:2]=1.[NH2:10][C:11]1[CH:12]=[C:13]([C:17]2[N:18]=[CH:19][N:20]([CH3:32])[C:21]=2[C:22]2[S:31][C:25]3[N:26]=[CH:27][N:28]=[C:29]([NH2:30])[C:24]=3[CH:23]=2)[CH:14]=[CH:15][CH:16]=1, predict the reaction product. The product is: [NH2:30][C:29]1[C:24]2[CH:23]=[C:22]([C:21]3[N:20]([CH3:32])[CH:19]=[N:18][C:17]=3[C:13]3[CH:12]=[C:11]([NH:10][C:8]([NH:7][C:1]4[CH:6]=[CH:5][CH:4]=[CH:3][CH:2]=4)=[O:9])[CH:16]=[CH:15][CH:14]=3)[S:31][C:25]=2[N:26]=[CH:27][N:28]=1. (8) Given the reactants [NH2:1][C:2]1[CH:11]=[C:10]([C:12]2[C:21]3[C:16](=[CH:17][C:18]([O:27][CH2:28][CH3:29])=[C:19]4[O:24][C:23]([CH3:26])([CH3:25])[CH2:22][C:20]4=3)[CH2:15][C:14]([CH3:31])([CH3:30])[N:13]=2)[CH:9]=[CH:8][C:3]=1[C:4]([O:6][CH3:7])=[O:5].[CH2:32]([N:34]([CH2:37]C)[CH2:35]C)C.C(Cl)(=O)[O:40]C1C=CC([N+]([O-])=O)=CC=1.CNC.O1CCCC1.C(=O)([O-])O.[Na+], predict the reaction product. The product is: [CH3:32][N:34]([CH3:37])[C:35]([NH:1][C:2]1[CH:11]=[C:10]([C:12]2[C:21]3[C:16](=[CH:17][C:18]([O:27][CH2:28][CH3:29])=[C:19]4[O:24][C:23]([CH3:26])([CH3:25])[CH2:22][C:20]4=3)[CH2:15][C:14]([CH3:30])([CH3:31])[N:13]=2)[CH:9]=[CH:8][C:3]=1[C:4]([O:6][CH3:7])=[O:5])=[O:40]. (9) The product is: [Cl:1][C:2]1[N:3]=[C:4]([Cl:11])[C:5]2[CH:10]=[CH:9][N:8]([CH:15]3[CH2:16][CH2:17]3)[C:6]=2[N:7]=1. Given the reactants [Cl:1][C:2]1[N:3]=[C:4]([Cl:11])[C:5]2[CH:10]=[CH:9][NH:8][C:6]=2[N:7]=1.N1[CH:17]=[CH:16][CH:15]=CC=1.C1(B(O)O)CC1, predict the reaction product. (10) Given the reactants [C:1](Cl)(Cl)=[O:2].C([N:7](C(C)C)C(C)C)C.[NH:14]1[CH2:19][CH2:18][CH:17]([C:20]#[N:21])[CH2:16][CH2:15]1, predict the reaction product. The product is: [C:20]([CH:17]1[CH2:18][CH2:19][N:14]([C:1]([NH2:7])=[O:2])[CH2:15][CH2:16]1)#[N:21].